Dataset: Human liver microsome stability data. Task: Regression/Classification. Given a drug SMILES string, predict its absorption, distribution, metabolism, or excretion properties. Task type varies by dataset: regression for continuous measurements (e.g., permeability, clearance, half-life) or binary classification for categorical outcomes (e.g., BBB penetration, CYP inhibition). Dataset: hlm. (1) The compound is C=C(C)[C@@H]1CC[C@]2(NCCCN3CCS(=O)(=O)CC3)CC[C@]3(C)[C@H](CC[C@@H]4[C@@]5(C)CC=C(c6ccc(C(=O)O)cc6)C(C)(C)[C@@H]5CC[C@]43C)[C@@H]12. The result is 0 (unstable in human liver microsomes). (2) The result is 1 (stable in human liver microsomes). The molecule is CN(C)CCSc1nc(C2COc3ccc(C(=O)NCCN4CCOCC4)cc3C2)nc2ccc(-c3cn[nH]c3)cc12. (3) The molecule is c1cnc(N2CCN(c3nccn4ccnc34)CC2)nc1. The result is 0 (unstable in human liver microsomes). (4) The compound is O=C(NC1(CO)CCCC1)c1nn(-c2c[n+]([O-])ccn2)c2c1C[C@@H]1C[C@H]21. The result is 0 (unstable in human liver microsomes).